Dataset: Catalyst prediction with 721,799 reactions and 888 catalyst types from USPTO. Task: Predict which catalyst facilitates the given reaction. (1) Reactant: [S:1]1[CH:5]=[CH:4][C:3]([CH:6]2[O:10][CH2:9][CH2:8][O:7]2)=[CH:2]1.[CH2:11]([Li])CCC.CI.O. Product: [CH3:11][C:2]1[S:1][CH:5]=[CH:4][C:3]=1[CH:6]1[O:10][CH2:9][CH2:8][O:7]1. The catalyst class is: 188. (2) Reactant: [C:1]1([C:7]2([C:12]3[CH:17]=[CH:16][CH:15]=[CH:14][CH:13]=3)[CH2:11][CH2:10][NH:9][CH2:8]2)[CH:6]=[CH:5][CH:4]=[CH:3][CH:2]=1.[F:18][C:19]1[CH:24]=[CH:23][C:22]([C:25]2([C:35]3[CH:40]=[CH:39][C:38]([F:41])=[CH:37][CH:36]=3)[CH2:29][CH2:28][N:27]([CH2:30][C:31](O)=[O:32])[C:26]2=[O:34])=[CH:21][CH:20]=1.Cl.C(N=C=NCCCN(C)C)C. Product: [C:1]1([C:7]2([C:12]3[CH:17]=[CH:16][CH:15]=[CH:14][CH:13]=3)[CH2:11][CH2:10][N:9]([C:31](=[O:32])[CH2:30][N:27]3[CH2:28][CH2:29][C:25]([C:22]4[CH:23]=[CH:24][C:19]([F:18])=[CH:20][CH:21]=4)([C:35]4[CH:36]=[CH:37][C:38]([F:41])=[CH:39][CH:40]=4)[C:26]3=[O:34])[CH2:8]2)[CH:2]=[CH:3][CH:4]=[CH:5][CH:6]=1. The catalyst class is: 112. (3) Reactant: Br[C:2]1[C:9]([F:10])=[C:8]([F:11])[C:5]([C:6]#[N:7])=[C:4]([F:12])[C:3]=1[F:13].[C:14]([C:16]1[CH:21]=[CH:20][C:19](B2OC(C)(C)C(C)(C)O2)=[CH:18][N:17]=1)#[N:15].C1(P(C2CCCCC2)C2C=CC=CC=2C2C(OC)=CC=CC=2OC)CCCCC1.[O-]P([O-])([O-])=O.[K+].[K+].[K+]. The catalyst class is: 101. Product: [C:6]([C:5]1[C:8]([F:11])=[C:9]([F:10])[C:2]([C:19]2[CH:20]=[CH:21][C:16]([C:14]#[N:15])=[N:17][CH:18]=2)=[C:3]([F:13])[C:4]=1[F:12])#[N:7]. (4) Reactant: [BrH:1].C(O)(=O)C.[CH3:6][S:7][C:8]1[C:17]([O:18]C)=[CH:16][CH:15]=[CH:14][C:9]=1[CH2:10][N:11]([CH3:13])[CH3:12]. The catalyst class is: 27. Product: [BrH:1].[CH3:13][N:11]([CH2:10][C:9]1[C:8]([S:7][CH3:6])=[C:17]([OH:18])[CH:16]=[CH:15][CH:14]=1)[CH3:12]. (5) Reactant: [CH:1]1[C:10]2[C:5](=[CH:6][CH:7]=[CH:8][CH:9]=2)[CH:4]=[CH:3][C:2]=1[CH:11]([NH2:13])[CH3:12].Cl.C1C2C(=CC=CC=2)C=CC=1C(N)C.[CH:28]1[N:33]=[C:32](Cl)[C:31]2[N:35]=[CH:36][N:37]([C@@H:38]3[O:42][C@H:41]([CH2:43][OH:44])[C@@H:40]([OH:45])[C@H:39]3[OH:46])[C:30]=2[N:29]=1.C(N(CC)CC)C. Product: [CH:1]1[C:10]2[C:5](=[CH:6][CH:7]=[CH:8][CH:9]=2)[CH:4]=[CH:3][C:2]=1[CH:11]([NH:13][C:32]1[C:31]2[N:35]=[CH:36][N:37]([C:30]=2[N:29]=[CH:28][N:33]=1)[C@@H:38]1[O:42][C@H:41]([CH2:43][OH:44])[C@@H:40]([OH:45])[C@H:39]1[OH:46])[CH3:12]. The catalyst class is: 259. (6) Reactant: [CH2:1]([C:3]1[NH:4][C:5]2[C:6]([N:13]=1)=[N+:7]([O-])[CH:8]=[CH:9][C:10]=2[CH3:11])[CH3:2].O=P(Cl)(Cl)[Cl:16]. Product: [Cl:16][C:8]1[N:7]=[C:6]2[N:13]=[C:3]([CH2:1][CH3:2])[NH:4][C:5]2=[C:10]([CH3:11])[CH:9]=1. The catalyst class is: 22. (7) Reactant: Br[C:2]1[CH:3]=[CH:4][CH:5]=[C:6]2[C:11]=1[N:10]=[CH:9][CH:8]=[C:7]2[Cl:12].[CH2:13](N(CC)CC)[CH3:14]. Product: [Cl:12][C:7]1[C:6]2[C:11](=[C:2]([CH:13]=[CH2:14])[CH:3]=[CH:4][CH:5]=2)[N:10]=[CH:9][CH:8]=1. The catalyst class is: 8. (8) Reactant: Cl.[F:2][C:3]1[CH:8]=[CH:7][C:6]([CH:9]([C:17]2[CH:22]=[CH:21][C:20]([F:23])=[CH:19][CH:18]=2)[CH:10]2[C:15](=[O:16])[CH2:14][CH2:13][NH:12][CH2:11]2)=[CH:5][CH:4]=1.[CH3:24][O:25][C:26]1[CH:33]=[CH:32][C:31]([O:34][C:35]([F:38])([F:37])[F:36])=[CH:30][C:27]=1[CH2:28]O.C(N(C(C)C)CC)(C)C.ClCCl. Product: [F:2][C:3]1[CH:8]=[CH:7][C:6]([CH:9]([C:17]2[CH:18]=[CH:19][C:20]([F:23])=[CH:21][CH:22]=2)[CH:10]2[C:15](=[O:16])[CH2:14][CH2:13][N:12]([CH2:28][C:27]3[CH:30]=[C:31]([O:34][C:35]([F:36])([F:37])[F:38])[CH:32]=[CH:33][C:26]=3[O:25][CH3:24])[CH2:11]2)=[CH:5][CH:4]=1. The catalyst class is: 6. (9) Reactant: [N+:1]([C:4]1[C:5]([NH:13][C@H:14]2[CH2:19][CH2:18][C@H:17]([NH2:20])[CH2:16][CH2:15]2)=[C:6]2[S:12][CH:11]=[CH:10][C:7]2=[N:8][CH:9]=1)([O-:3])=[O:2].C(N(CC)C(C)C)(C)C.CN(C)C=O.FC(F)(F)S(O[CH2:41][C:42]([F:45])([F:44])[F:43])(=O)=O. Product: [N+:1]([C:4]1[C:5]([NH:13][C@H:14]2[CH2:19][CH2:18][C@H:17]([NH:20][CH2:41][C:42]([F:45])([F:44])[F:43])[CH2:16][CH2:15]2)=[C:6]2[S:12][CH:11]=[CH:10][C:7]2=[N:8][CH:9]=1)([O-:3])=[O:2]. The catalyst class is: 34.